The task is: Predict the reaction yield, written as a fraction of the theoretical maximum amount of product (1.0 means a 100% yield; for example, 0.34 means a 34% yield).. This data is from Reaction yield outcomes from USPTO patents with 853,638 reactions. (1) The reactants are [C:1]([O:8][CH3:9])(=[O:7])[CH2:2][C:3]([O:5][CH3:6])=[O:4].[CH2:10]=[CH:11][CH2:12][CH2:13][CH2:14]CCC.O=O.O=[C:21]([CH2:32][CH2:33][CH2:34][CH2:35][CH2:36][CH3:37])[CH2:22][CH:23]([C:28]([O:30][CH3:31])=[O:29])[C:24]([O:26][CH3:27])=[O:25]. The catalyst is C([O-])(=O)C.[Mn+2].C([O-])(=O)C.C([O-])(=O)C.[Co+2].C([O-])(=O)C.C(O)(=O)C. The product is [CH2:22]([CH:23]([C:28]([O:30][CH3:31])=[O:29])[C:24]([O:26][CH3:27])=[O:25])[CH2:21][CH2:32][CH2:33][CH2:34][CH2:35][CH2:36][CH3:37].[CH3:31][O:30][C:28]([CH:23]1[CH2:22][CH:21]([CH2:32][CH2:33][CH2:34][CH2:35][CH2:36][CH3:37])[O:26][C:24]1=[O:25])=[O:29].[CH2:22]([CH:23]([CH2:28][CH2:10][CH2:11][CH2:12][CH2:13][CH3:14])[CH2:24][CH:2]([C:1]([O:8][CH3:9])=[O:7])[C:3]([O:5][CH3:6])=[O:4])[CH2:21][CH2:32][CH2:33][CH2:34][CH2:35][CH2:36][CH3:37]. The yield is 0.560. (2) The reactants are [CH3:1][C:2]1[CH:11]=[CH:10][CH:9]=[C:8]2[C:3]=1[C:4](=[O:40])[N:5]([C:32]1[CH:33]=[C:34]([CH:37]=[CH:38][CH:39]=1)[C:35]#[N:36])[C:6]([CH:12]([NH:14][C:15]1[N:23]=[CH:22][N:21]=[C:20]3[C:16]=1[N:17]=[CH:18][N:19]3[CH2:24][O:25][CH2:26][CH2:27][Si:28]([CH3:31])([CH3:30])[CH3:29])[CH3:13])=[N:7]2.C(N(CC)[OH:44])C. The catalyst is C(Cl)Cl. The product is [CH3:1][C:2]1[CH:11]=[CH:10][CH:9]=[C:8]2[C:3]=1[C:4](=[O:40])[N:5]([C:32]1[CH:33]=[C:34]([CH:37]=[CH:38][CH:39]=1)[C:35]([NH2:36])=[O:44])[C:6]([CH:12]([NH:14][C:15]1[N:23]=[CH:22][N:21]=[C:20]3[C:16]=1[N:17]=[CH:18][N:19]3[CH2:24][O:25][CH2:26][CH2:27][Si:28]([CH3:29])([CH3:30])[CH3:31])[CH3:13])=[N:7]2. The yield is 0.970. (3) No catalyst specified. The product is [C:14]([O-:26])(=[O:25])[CH2:15][C:16]([CH2:21][C:22]([O-:24])=[O:23])([C:18]([O-:20])=[O:19])[OH:17].[NH4+:27].[NH4+:27].[NH4+:27].[O:2]=[CH:3][C@@H:4]([C@H:6]([C@@H:8]([C@@H:10]([CH2:12][OH:13])[OH:11])[OH:9])[OH:7])[OH:5]. The reactants are O.[O:2]=[CH:3][C@@H:4]([C@H:6]([C@@H:8]([C@@H:10]([CH2:12][OH:13])[OH:11])[OH:9])[OH:7])[OH:5].[C:14]([O-:26])(=[O:25])[CH2:15][C:16]([CH2:21][C:22]([O-:24])=[O:23])([C:18]([O-:20])=[O:19])[OH:17].[NH4+:27].[NH4+].[NH4+]. The yield is 0.0800. (4) The reactants are [NH2:1][C:2]([NH2:4])=[S:3].[C:5]([O:12][CH3:13])(=[O:11])[CH2:6][CH2:7][C:8]([CH3:10])=O.II.[CH3:16]O. The catalyst is C(O)C.C(Cl)Cl. The product is [NH2:1][C:2]1[S:3][CH:10]=[C:8]([CH2:7][CH2:6][C:5]([O:12][CH2:13][CH3:16])=[O:11])[N:4]=1. The yield is 0.110.